Dataset: Full USPTO retrosynthesis dataset with 1.9M reactions from patents (1976-2016). Task: Predict the reactants needed to synthesize the given product. (1) Given the product [CH3:18][C:2]([CH3:1])([CH2:10][O:11][CH:12]1[CH2:17][CH2:16][CH2:15][CH2:14][O:13]1)[CH2:3][CH2:4][C:5]([O:7][CH2:8][CH3:9])=[O:6], predict the reactants needed to synthesize it. The reactants are: [CH3:1][C:2]([CH3:18])([CH2:10][O:11][CH:12]1[CH2:17][CH2:16][CH2:15][CH2:14][O:13]1)/[CH:3]=[CH:4]/[C:5]([O:7][CH2:8][CH3:9])=[O:6].[H][H].CCOC(C)=O.CCCCCC. (2) Given the product [O:48]([C:2]1[CH:3]=[C:4]([CH:29]=[CH:30][CH:31]=1)[C:5]([NH:7][CH:8]([C:10]1[N:15]=[N:14][C:13]([NH:16][C:17]2[CH:22]=[C:21]([O:23][CH3:24])[C:20]([O:25][CH3:26])=[C:19]([O:27][CH3:28])[CH:18]=2)=[N:12][CH:11]=1)[CH3:9])=[O:6])[C:46]1[CH:47]=[CH:42][CH:43]=[CH:44][CH:45]=1, predict the reactants needed to synthesize it. The reactants are: Br[C:2]1[CH:3]=[C:4]([CH:29]=[CH:30][CH:31]=1)[C:5]([NH:7][CH:8]([C:10]1[N:15]=[N:14][C:13]([NH:16][C:17]2[CH:22]=[C:21]([O:23][CH3:24])[C:20]([O:25][CH3:26])=[C:19]([O:27][CH3:28])[CH:18]=2)=[N:12][CH:11]=1)[CH3:9])=[O:6].NC(C1N=NC(N[C:42]2[CH:47]=[C:46]([O:48]C)[C:45](OC)=[C:44](OC)[CH:43]=2)=NC=1)C.O(C1C=C(C=CC=1)C(O)=O)C1C=CC=CC=1.C(N(C(C)C)CC)(C)C.F[P-](F)(F)(F)(F)F.N1(OC(N(C)C)=[N+](C)C)C2N=CC=CC=2N=N1. (3) Given the product [CH3:1][O:2][C:3]1[CH:16]=[CH:15][C:6]([CH2:7][N:8]2[CH2:9][CH2:10][N:11]([CH3:14])[CH2:12][CH2:13]2)=[C:5]([CH:4]=1)[NH2:17], predict the reactants needed to synthesize it. The reactants are: [CH3:1][O:2][C:3]1[CH:16]=[CH:15][C:6]([CH2:7][N:8]2[CH2:13][CH2:12][N:11]([CH3:14])[CH2:10][CH2:9]2)=[C:5]([N+:17]([O-])=O)[CH:4]=1.[H][H]. (4) Given the product [CH2:19]([C:21]1[C:30]([C:2]2[S:6][C:5]([C:7]3[CH:8]=[CH:9][C:10]([O:15][CH:16]([CH3:18])[CH3:17])=[C:11]([CH:14]=3)[C:12]#[N:13])=[N:4][CH:3]=2)=[CH:29][CH:28]=[C:27]2[C:22]=1[CH2:23][CH2:24][N:25]=[CH:26]2)[CH3:20], predict the reactants needed to synthesize it. The reactants are: Br[C:2]1[S:6][C:5]([C:7]2[CH:8]=[CH:9][C:10]([O:15][CH:16]([CH3:18])[CH3:17])=[C:11]([CH:14]=2)[C:12]#[N:13])=[N:4][CH:3]=1.[CH2:19]([C:21]1[C:30](B2OC(C)(C)C(C)(C)O2)=[CH:29][CH:28]=[C:27]2[C:22]=1[CH2:23][CH2:24][N:25](C(=O)C(F)(F)F)[CH2:26]2)[CH3:20].C([O-])([O-])=O.[Na+].[Na+]. (5) Given the product [CH2:23]([O:48][C:47]1[C:46]2[C:38](=[CH:39][C:40]([O:16][CH:13]3[CH2:14][CH2:15][CH:10]([C:2]([NH2:1])([C:4]4[CH:9]=[CH:8][CH:7]=[CH:6][CH:5]=4)[CH3:3])[CH2:11][CH2:12]3)=[C:41]([Cl:44])[CH:42]=2)[CH:37]=[CH:51][N:49]=1)[C:17]1[CH:22]=[CH:21][CH:20]=[CH:19][CH:18]=1, predict the reactants needed to synthesize it. The reactants are: [NH2:1][C:2]([CH:10]1[CH2:15][CH2:14][CH:13]([OH:16])[CH2:12][CH2:11]1)([C:4]1[CH:9]=[CH:8][CH:7]=[CH:6][CH:5]=1)[CH3:3].[C:17]1([CH3:23])[CH:22]=[CH:21][CH:20]=[CH:19][CH:18]=1.[H-].[Na+].C(ON1C2[C:38](=[CH:39][C:40](F)=[C:41]([Cl:44])[CH:42]=2)[CH:37]=CC1)C1C=CC=CC=1.[CH3:46][C:47]([N:49]([CH3:51])C)=[O:48].